This data is from Buchwald-Hartwig C-N cross coupling reaction yields with 55,370 reactions. The task is: Predict the reaction yield, written as a fraction of the theoretical maximum amount of product (1.0 means a 100% yield; for example, 0.34 means a 34% yield). (1) The yield is 0.349. The product is Cc1ccc(Nc2ccc(C(F)(F)F)cc2)cc1. The reactants are FC(F)(F)c1ccc(Br)cc1.Cc1ccc(N)cc1.O=S(=O)(O[Pd]1c2ccccc2-c2ccccc2N~1)C(F)(F)F.CC(C)c1cc(C(C)C)c(-c2ccccc2P(C(C)(C)C)C(C)(C)C)c(C(C)C)c1.CN(C)C(=NC(C)(C)C)N(C)C.CCOC(=O)c1cc(OC)no1. No catalyst specified. (2) The reactants are COc1ccc(Br)cc1.Cc1ccc(N)cc1.O=S(=O)(O[Pd]1c2ccccc2-c2ccccc2N~1)C(F)(F)F.CC(C)c1cc(C(C)C)c(-c2ccccc2P(C2CCCCC2)C2CCCCC2)c(C(C)C)c1.CCN=P(N=P(N(C)C)(N(C)C)N(C)C)(N(C)C)N(C)C.COC(=O)c1cc(-c2cccs2)on1. No catalyst specified. The product is COc1ccc(Nc2ccc(C)cc2)cc1. The yield is 0.0553.